This data is from Forward reaction prediction with 1.9M reactions from USPTO patents (1976-2016). The task is: Predict the product of the given reaction. (1) Given the reactants C(OC([NH:8][C:9]1[S:13][C:12]([C:14]2[C:19]([F:20])=[CH:18][CH:17]=[CH:16][C:15]=2[F:21])=[N:11][C:10]=1[C:22]([NH:24][C:25]1[CH:26]=[N:27][N:28]([CH2:44][C:45]([F:48])([F:47])[F:46])[C:29]=1[N:30]1[CH2:35][CH2:34][N:33](C(OC(C)(C)C)=O)[C@H:32]([CH3:43])[CH2:31]1)=[O:23])=O)(C)(C)C.N, predict the reaction product. The product is: [NH2:8][C:9]1[S:13][C:12]([C:14]2[C:15]([F:21])=[CH:16][CH:17]=[CH:18][C:19]=2[F:20])=[N:11][C:10]=1[C:22]([NH:24][C:25]1[CH:26]=[N:27][N:28]([CH2:44][C:45]([F:47])([F:48])[F:46])[C:29]=1[N:30]1[CH2:35][CH2:34][NH:33][C@H:32]([CH3:43])[CH2:31]1)=[O:23]. (2) Given the reactants [C:1]1([C:15]2[CH:20]=[CH:19][CH:18]=[CH:17][CH:16]=2)[CH:6]=[CH:5][C:4]([O:7][CH2:8][CH2:9][CH2:10][C:11]([O:13]C)=[O:12])=[CH:3][CH:2]=1.[Li+:21].[OH-].O, predict the reaction product. The product is: [C:1]1([C:15]2[CH:16]=[CH:17][CH:18]=[CH:19][CH:20]=2)[CH:6]=[CH:5][C:4]([O:7][CH2:8][CH2:9][CH2:10][C:11]([O-:13])=[O:12])=[CH:3][CH:2]=1.[Li+:21]. (3) Given the reactants Cl[CH2:2][C:3]1[CH:4]=[C:5]([CH:34]=[CH:35][CH:36]=1)[C:6]([O:8][C:9]1[CH:10]=[CH:11][C:12]2[C:18]3[C:19]([O:27][CH3:28])=[C:20]([O:25][CH3:26])[C:21]([O:23][CH3:24])=[CH:22][C:17]=3[CH2:16][CH2:15][C@H:14]([NH:29][C:30](=[O:32])[CH3:31])[C:13]=2[CH:33]=1)=[O:7].[C:37]([O:41][C:42]([N:44]1[CH2:49][CH2:48][NH:47][CH2:46][CH2:45]1)=[O:43])([CH3:40])([CH3:39])[CH3:38].[I-].[Na+], predict the reaction product. The product is: [C:37]([O:41][C:42]([N:44]1[CH2:49][CH2:48][N:47]([CH2:2][C:3]2[CH:4]=[C:5]([CH:34]=[CH:35][CH:36]=2)[C:6]([O:8][C:9]2[CH:10]=[CH:11][C:12]3[C:18]4[C:19]([O:27][CH3:28])=[C:20]([O:25][CH3:26])[C:21]([O:23][CH3:24])=[CH:22][C:17]=4[CH2:16][CH2:15][C@H:14]([NH:29][C:30](=[O:32])[CH3:31])[C:13]=3[CH:33]=2)=[O:7])[CH2:46][CH2:45]1)=[O:43])([CH3:40])([CH3:38])[CH3:39]. (4) Given the reactants [OH:1][CH2:2][C:3]1[CH:8]=[CH:7][N:6]=[CH:5][CH:4]=1.[H-].[Na+].Cl[C:12]1[CH:18]=[CH:17][C:15]([NH2:16])=[C:14]([N+:19]([O-:21])=[O:20])[CH:13]=1, predict the reaction product. The product is: [N+:19]([C:14]1[CH:13]=[C:12]([O:1][CH2:2][C:3]2[CH:8]=[CH:7][N:6]=[CH:5][CH:4]=2)[CH:18]=[CH:17][C:15]=1[NH2:16])([O-:21])=[O:20]. (5) Given the reactants [OH:1][CH:2]([CH2:9][O:10][C:11]1[C:16]([CH3:17])=[CH:15][C:14]([C:18]2[O:19][C:20]([C:23]3[S:24][C:25]([CH2:28][CH:29]([CH3:31])[CH3:30])=[CH:26][CH:27]=3)=[N:21][N:22]=2)=[CH:13][C:12]=1[CH3:32])[CH2:3]OS(C)(=O)=O.[NH3:33], predict the reaction product. The product is: [NH2:33][CH2:3][CH:2]([OH:1])[CH2:9][O:10][C:11]1[C:16]([CH3:17])=[CH:15][C:14]([C:18]2[O:19][C:20]([C:23]3[S:24][C:25]([CH2:28][CH:29]([CH3:30])[CH3:31])=[CH:26][CH:27]=3)=[N:21][N:22]=2)=[CH:13][C:12]=1[CH3:32]. (6) Given the reactants [C:1](=[O:12])([O:7][C:8]([CH3:11])([CH3:10])[CH3:9])[O:2][C:3]([CH3:6])([CH3:5])C.OC1C=[CH:20][C:17]([CH2:18][OH:19])=[CH:16]C=1.C(=O)([O-])[O-].[K+].[K+], predict the reaction product. The product is: [C:8]([O:7][C:1]([O:2][C:3]1[CH:5]=[CH:20][C:17]([CH2:18][OH:19])=[CH:16][CH:6]=1)=[O:12])([CH3:9])([CH3:10])[CH3:11].